This data is from Forward reaction prediction with 1.9M reactions from USPTO patents (1976-2016). The task is: Predict the product of the given reaction. (1) Given the reactants C[C@@H]1O[C@@H](O[C@H]2[C@H](O)[C@@H](O)[C@H](NC(N)=N)[C@@H](O)[C@@H]2NC(N)=N)[C@H]([O:25][C@@H:26]2[O:31][C@@H:30]([CH2:32]O)[C@H:29](O)[C@@H:28](O)[C@@H:27]2[NH:36]C)[C@@]1(O)C=O.CC(N)C([NH2:52])CCCCCC(O)=O.C1[C@H](N)[C@@H](O[C@H]2O[C@H](CN)[C@@H](O)[C@H](O)[C@H]2O)[C@H](O)[C@@H](O[C@H]2O[C@H](CO)[C@@H](O)[C@H](N)[C@H]2O)[C@@H]1N, predict the reaction product. The product is: [NH2:36][C@H:27]([C:26]([OH:31])=[O:25])[CH2:28][CH2:29][CH2:30][CH2:32][NH2:52]. (2) The product is: [N+:13]([C:12]1[C:7]([O:6][CH2:5][CH:4]=[O:3])=[N:8][CH:9]=[C:10]([N+:16]([O-:18])=[O:17])[CH:11]=1)([O-:15])=[O:14]. Given the reactants C([O:3][CH:4](OCC)[CH2:5][O:6][C:7]1[C:12]([N+:13]([O-:15])=[O:14])=[CH:11][C:10]([N+:16]([O-:18])=[O:17])=[CH:9][N:8]=1)C, predict the reaction product. (3) Given the reactants [NH2:1][C:2]1[O:6][N:5]=[C:4]([CH3:7])[C:3]=1[Br:8].[Cl:9][C:10]1[C:15]([Cl:16])=[CH:14][CH:13]=[CH:12][C:11]=1[S:17](Cl)(=[O:19])=[O:18], predict the reaction product. The product is: [Cl:9][C:10]1[C:15]([Cl:16])=[CH:14][CH:13]=[CH:12][C:11]=1[S:17]([NH:1][C:2]1[O:6][N:5]=[C:4]([CH3:7])[C:3]=1[Br:8])(=[O:19])=[O:18]. (4) Given the reactants [CH3:1][C:2]1([C:7]2[O:11][C:10]([CH2:12][N:13]3[CH:17]=[CH:16][C:15]([NH2:18])=[N:14]3)=[CH:9][CH:8]=2)[O:6]CCO1.[F:19][C:20]([F:33])([F:32])[C:21]1[CH:26]=[CH:25][CH:24]=[CH:23][C:22]=1/[CH:27]=[CH:28]/[C:29](O)=[O:30], predict the reaction product. The product is: [C:2]([C:7]1[O:11][C:10]([CH2:12][N:13]2[CH:17]=[CH:16][C:15]([NH:18][C:29](=[O:30])/[CH:28]=[CH:27]/[C:22]3[CH:23]=[CH:24][CH:25]=[CH:26][C:21]=3[C:20]([F:32])([F:33])[F:19])=[N:14]2)=[CH:9][CH:8]=1)(=[O:6])[CH3:1]. (5) Given the reactants [NH2:1][C:2]1[CH:3]=[C:4]2[C:20](=[O:21])[NH:19][N:18]=[CH:17][C:6]3=[C:7]([C:11]4[CH:16]=[CH:15][CH:14]=[CH:13][CH:12]=4)[NH:8][C:9]([CH:10]=1)=[C:5]23.[C:22]([O:26][C:27]([NH:29][C@H:30]([C:34]1[CH:39]=[CH:38][CH:37]=[CH:36][CH:35]=1)[C:31](O)=[O:32])=[O:28])([CH3:25])([CH3:24])[CH3:23].C(N(CC)CC)C.F[P-](F)(F)(F)(F)F.N1(OC(N(C)C)=[N+](C)C)C2N=CC=CC=2N=N1, predict the reaction product. The product is: [C:22]([O:26][C:27](=[O:28])[NH:29][C@@H:30]([C:31](=[O:32])[NH:1][C:2]1[CH:3]=[C:4]2[C:20](=[O:21])[NH:19][N:18]=[CH:17][C:6]3=[C:7]([C:11]4[CH:12]=[CH:13][CH:14]=[CH:15][CH:16]=4)[NH:8][C:9]([CH:10]=1)=[C:5]23)[C:34]1[CH:39]=[CH:38][CH:37]=[CH:36][CH:35]=1)([CH3:25])([CH3:23])[CH3:24]. (6) Given the reactants [Cl:1][C:2]1[C:3]([C:9]([OH:11])=O)=[N:4][C:5]([Cl:8])=[CH:6][CH:7]=1.F[P-](F)(F)(F)(F)F.N1(OC(N(C)C)=[N+](C)C)C2N=CC=CC=2N=N1.CCN(C(C)C)C(C)C.[NH:45]1[C:53]2[C:48](=[C:49]([C:54]3[CH:55]=[C:56]([NH2:63])[C:57]4[CH:58]=[N:59][NH:60][C:61]=4[CH:62]=3)[CH:50]=[CH:51][CH:52]=2)[CH:47]=[CH:46]1, predict the reaction product. The product is: [Cl:1][C:2]1[C:3]([C:9]([NH:63][C:56]2[CH:55]=[C:54]([C:49]3[CH:50]=[CH:51][CH:52]=[C:53]4[C:48]=3[CH:47]=[CH:46][NH:45]4)[CH:62]=[C:61]3[C:57]=2[CH:58]=[N:59][NH:60]3)=[O:11])=[N:4][C:5]([Cl:8])=[CH:6][CH:7]=1. (7) Given the reactants [CH:1]1([C:4]2[CH:5]=[C:6]([NH:9][C:10]3[C:19]4[C:14](=[CH:15][CH:16]=[C:17](I)[CH:18]=4)[N:13]=[C:12]([NH:21][C:22]4[CH:30]=[C:29]5[C:25]([C:26](=[O:31])[NH:27][NH:28]5)=[CH:24][CH:23]=4)[N:11]=3)[NH:7][N:8]=2)[CH2:3][CH2:2]1.[C:32]1(B(O)O)[CH:37]=[CH:36][CH:35]=[CH:34][CH:33]=1, predict the reaction product. The product is: [CH:1]1([C:4]2[CH:5]=[C:6]([NH:9][C:10]3[C:19]4[C:14](=[CH:15][CH:16]=[C:17]([C:32]5[CH:37]=[CH:36][CH:35]=[CH:34][CH:33]=5)[CH:18]=4)[N:13]=[C:12]([NH:21][C:22]4[CH:30]=[C:29]5[C:25]([C:26](=[O:31])[NH:27][NH:28]5)=[CH:24][CH:23]=4)[N:11]=3)[NH:7][N:8]=2)[CH2:3][CH2:2]1. (8) Given the reactants [Br:1][C:2]1[CH:3]=[C:4]2[C:8](=[CH:9][CH:10]=1)[NH:7][C:6](=[O:11])[C:5]12[O:16][CH2:15][CH2:14][CH2:13][O:12]1.[OH-].[CH2:18]([N+:25](C)(C)C)[C:19]1C=CC=[CH:21][CH:20]=1.CCO, predict the reaction product. The product is: [Br:1][C:2]1[CH:3]=[C:4]2[C:8](=[CH:9][CH:10]=1)[N:7]([CH:20]([CH3:21])[CH2:19][C:18]#[N:25])[C:6](=[O:11])[C:5]12[O:16][CH2:15][CH2:14][CH2:13][O:12]1. (9) Given the reactants [Cl:1][C:2]1[CH:31]=[C:30]([OH:32])[CH:29]=[C:28]([Cl:33])[C:3]=1[CH2:4][C@@H:5]1[CH2:9][CH2:8][N:7]([C@H:10]2[CH2:15][CH2:14][C@H:13]([O:16][Si:17]([CH:24]([CH3:26])[CH3:25])([CH:21]([CH3:23])[CH3:22])[CH:18]([CH3:20])[CH3:19])[CH2:12][CH2:11]2)[C:6]1=[O:27].[F:34][C:35]([F:48])([F:47])[S:36](O[S:36]([C:35]([F:48])([F:47])[F:34])(=[O:38])=[O:37])(=[O:38])=[O:37], predict the reaction product. The product is: [Cl:33][C:28]1[CH:29]=[C:30]([O:32][S:36]([C:35]([F:48])([F:47])[F:34])(=[O:38])=[O:37])[CH:31]=[C:2]([Cl:1])[C:3]=1[CH2:4][C@@H:5]1[CH2:9][CH2:8][N:7]([C@H:10]2[CH2:11][CH2:12][C@H:13]([O:16][Si:17]([CH:21]([CH3:22])[CH3:23])([CH:18]([CH3:19])[CH3:20])[CH:24]([CH3:25])[CH3:26])[CH2:14][CH2:15]2)[C:6]1=[O:27].